From a dataset of Full USPTO retrosynthesis dataset with 1.9M reactions from patents (1976-2016). Predict the reactants needed to synthesize the given product. (1) Given the product [O:1]1[C:5]2[CH:6]=[CH:7][CH:8]=[CH:9][C:4]=2[N:3]=[C:2]1[C:10](=[O:43])[CH:11]([NH:15][C:16](=[O:42])[CH:17]([CH2:27][S:28]([CH2:31][C:32]1[CH:37]=[CH:36][CH:35]=[CH:34][C:33]=1[O:38][CH:39]([F:41])[F:40])(=[O:30])=[O:29])[CH2:18][C:19]([N:21]1[CH2:26][CH2:25][O:24][CH2:23][CH2:22]1)=[O:20])[CH2:12][O:13][CH3:14], predict the reactants needed to synthesize it. The reactants are: [O:1]1[C:5]2[CH:6]=[CH:7][CH:8]=[CH:9][C:4]=2[N:3]=[C:2]1[CH:10]([OH:43])[CH:11]([NH:15][C:16](=[O:42])[CH:17]([CH2:27][S:28]([CH2:31][C:32]1[CH:37]=[CH:36][CH:35]=[CH:34][C:33]=1[O:38][CH:39]([F:41])[F:40])(=[O:30])=[O:29])[CH2:18][C:19]([N:21]1[CH2:26][CH2:25][O:24][CH2:23][CH2:22]1)=[O:20])[CH2:12][O:13][CH3:14].CC(OI1(OC(C)=O)(OC(C)=O)OC(=O)C2C=CC=CC1=2)=O.[O-]S([O-])(=S)=O.[Na+].[Na+].C([O-])(O)=O.[Na+]. (2) Given the product [O:2]1[C:6]2[CH:7]=[CH:8][CH:9]=[C:10]([CH:11]3[CH2:16][CH2:15][N:14]([CH2:17][CH2:18][C@H:19]4[CH2:20][CH2:21][C@H:22]([NH:25][C:31](=[O:32])[C:30]5[CH:34]=[CH:35][C:27]([F:26])=[CH:28][CH:29]=5)[CH2:23][CH2:24]4)[CH2:13][CH2:12]3)[C:5]=2[O:4][CH2:3]1, predict the reactants needed to synthesize it. The reactants are: Cl.[O:2]1[C:6]2[CH:7]=[CH:8][CH:9]=[C:10]([CH:11]3[CH2:16][CH2:15][N:14]([CH2:17][CH2:18][C@H:19]4[CH2:24][CH2:23][C@H:22]([NH2:25])[CH2:21][CH2:20]4)[CH2:13][CH2:12]3)[C:5]=2[O:4][CH2:3]1.[F:26][C:27]1[CH:35]=[CH:34][C:30]([C:31](O)=[O:32])=[CH:29][CH:28]=1. (3) Given the product [CH3:31][O:32][C:33](=[O:42])[CH:34]([P:36]([O:38][CH3:39])([O:40][CH3:41])=[O:37])[NH:35][C:13](=[O:15])[C:12]1[CH:16]=[CH:17][C:18]([C:20](=[O:30])[CH2:21][CH2:22][C:23]2[CH:28]=[CH:27][CH:26]=[C:25]([OH:29])[CH:24]=2)=[CH:19][C:11]=1[Cl:10], predict the reactants needed to synthesize it. The reactants are: C(N(C(C)C)CC)(C)C.[Cl:10][C:11]1[CH:19]=[C:18]([C:20](=[O:30])[CH2:21][CH2:22][C:23]2[CH:28]=[CH:27][CH:26]=[C:25]([OH:29])[CH:24]=2)[CH:17]=[CH:16][C:12]=1[C:13]([OH:15])=O.[CH3:31][O:32][C:33](=[O:42])[CH:34]([P:36]([O:40][CH3:41])([O:38][CH3:39])=[O:37])[NH2:35].COC(=O)C(P(OC)(OC)=O)NC(OCC1C=CC=CC=1)=O.F[P-](F)(F)(F)(F)F.N1(OC(N(C)C)=[N+](C)C)C2C=CC=CC=2N=N1.ON1C2C=CC=CC=2N=N1. (4) Given the product [OH:3][CH:4]([C:6]1[CH:11]=[CH:10][C:9]([S:12]([NH2:15])(=[O:14])=[O:13])=[CH:8][CH:7]=1)[CH2:5][NH:2][CH3:1], predict the reactants needed to synthesize it. The reactants are: [CH3:1][NH2:2].[O:3]1[CH2:5][CH:4]1[C:6]1[CH:11]=[CH:10][C:9]([S:12]([NH2:15])(=[O:14])=[O:13])=[CH:8][CH:7]=1. (5) Given the product [F:1][C:2]([F:32])([F:31])[C:3]1[CH:4]=[C:5]([CH:24]=[C:25]([C:27]([F:30])([F:29])[F:28])[CH:26]=1)[CH2:6][N:7]([CH2:12][C:13]1[CH:18]=[C:17]([C:19]([F:22])([F:21])[F:20])[CH:16]=[CH:15][C:14]=1[C:25]1[CH:26]=[C:3]([CH2:4][CH3:5])[CH:2]=[CH:44][C:43]=1[O:42][CH3:41])[C:8](=[O:11])[O:9][CH3:10], predict the reactants needed to synthesize it. The reactants are: [F:1][C:2]([F:32])([F:31])[C:3]1[CH:4]=[C:5]([CH:24]=[C:25]([C:27]([F:30])([F:29])[F:28])[CH:26]=1)[CH2:6][N:7]([CH2:12][C:13]1[CH:18]=[C:17]([C:19]([F:22])([F:21])[F:20])[CH:16]=[CH:15][C:14]=1I)[C:8](=[O:11])[O:9][CH3:10].C(=O)([O-])[O-].[K+].[K+].O1[CH2:44][CH2:43][O:42][CH2:41]C1. (6) The reactants are: [C:1]1(O)[CH:6]=[CH:5][CH:4]=[CH:3][CH:2]=1.[H-].[Na+].CS([O:14][CH2:15][C:16]1([C:30]2[CH:35]=[CH:34][CH:33]=[C:32]([O:36][CH3:37])[CH:31]=2)[CH2:21][CH2:20][N:19]([C:22]2[CH:27]=[CH:26][CH:25]=[CH:24][C:23]=2[O:28][CH3:29])[CH2:18][CH2:17]1)(=O)=O.[Cl-].[NH4+]. Given the product [CH3:29][O:28][C:23]1[CH:24]=[CH:25][CH:26]=[CH:27][C:22]=1[N:19]1[CH2:20][CH2:21][C:16]([C:30]2[CH:35]=[CH:34][CH:33]=[C:32]([O:36][CH3:37])[CH:31]=2)([CH2:15][O:14][C:1]2[CH:6]=[CH:5][CH:4]=[CH:3][CH:2]=2)[CH2:17][CH2:18]1, predict the reactants needed to synthesize it. (7) The reactants are: Br[C:2]1[CH:7]=[CH:6][C:5]([C:8]2[C:20]3[NH:19][C:18]4[C:13](=[CH:14][CH:15]=[CH:16][CH:17]=4)[C:12]=3[CH:11]=[CH:10][CH:9]=2)=[CH:4][CH:3]=1.[B:21]1([B:21]2[O:25][C:24]([CH3:27])([CH3:26])[C:23]([CH3:29])([CH3:28])[O:22]2)[O:25][C:24]([CH3:27])([CH3:26])[C:23]([CH3:29])([CH3:28])[O:22]1.C([O-])(=O)C.[K+]. Given the product [CH3:28][C:23]1([CH3:29])[C:24]([CH3:27])([CH3:26])[O:25][B:21]([C:2]2[CH:7]=[CH:6][C:5]([C:8]3[C:20]4[NH:19][C:18]5[C:13](=[CH:14][CH:15]=[CH:16][CH:17]=5)[C:12]=4[CH:11]=[CH:10][CH:9]=3)=[CH:4][CH:3]=2)[O:22]1, predict the reactants needed to synthesize it. (8) Given the product [C:38]([NH:37][C:33]1[CH:32]=[C:31]([CH:27]([OH:26])[CH2:28][N:29]([CH2:20][C:18]2[S:19][C:12]3[C:11](=[O:23])[C:10]([C:8]([NH:7][CH2:6][C:5]4[CH:24]=[CH:25][C:2]([Cl:1])=[CH:3][CH:4]=4)=[O:9])=[CH:15][N:14]([CH3:16])[C:13]=3[C:17]=2[CH3:22])[CH3:30])[CH:36]=[CH:35][CH:34]=1)(=[O:40])[CH3:39], predict the reactants needed to synthesize it. The reactants are: [Cl:1][C:2]1[CH:25]=[CH:24][C:5]([CH2:6][NH:7][C:8]([C:10]2[C:11](=[O:23])[C:12]3[S:19][C:18]([CH2:20]Cl)=[C:17]([CH3:22])[C:13]=3[N:14]([CH3:16])[CH:15]=2)=[O:9])=[CH:4][CH:3]=1.[OH:26][CH:27]([C:31]1[CH:32]=[C:33]([NH:37][C:38](=[O:40])[CH3:39])[CH:34]=[CH:35][CH:36]=1)[CH2:28][NH:29][CH3:30].C(N(C(C)C)CC)(C)C. (9) Given the product [F:1][C:2]1[C:3]2[N:4]([C:18]([I:21])=[CH:19][N:20]=2)[CH:5]=[C:6]([C:8]2[CH:9]=[CH:10][C:11]([C:14]([F:15])([F:16])[F:17])=[CH:12][CH:13]=2)[CH:7]=1, predict the reactants needed to synthesize it. The reactants are: [F:1][C:2]1[C:3]2[N:4]([CH:18]=[CH:19][N:20]=2)[CH:5]=[C:6]([C:8]2[CH:13]=[CH:12][C:11]([C:14]([F:17])([F:16])[F:15])=[CH:10][CH:9]=2)[CH:7]=1.[I:21]Cl.